Task: Predict the reactants needed to synthesize the given product.. Dataset: Full USPTO retrosynthesis dataset with 1.9M reactions from patents (1976-2016) (1) Given the product [S:19]1[C:15]2[CH:14]=[C:13]([C:6]3[CH:7]=[CH:8][C:3]([CH:1]=[O:2])=[CH:4][CH:5]=3)[CH:21]=[CH:20][C:16]=2[N:17]=[CH:18]1, predict the reactants needed to synthesize it. The reactants are: [CH:1]([C:3]1[CH:8]=[CH:7][C:6](B(O)O)=[CH:5][CH:4]=1)=[O:2].Br[C:13]1[CH:21]=[CH:20][C:16]2[N:17]=[CH:18][S:19][C:15]=2[CH:14]=1.C([O-])([O-])=O.[K+].[K+]. (2) The reactants are: Cl.Cl.[NH2:3][C:4]1[N:9]=[CH:8][C:7]([CH2:10][CH:11]([C:15]2[N:16]=[CH:17][N:18]([CH:20]3[CH2:25][CH2:24][CH2:23][CH2:22][CH2:21]3)[CH:19]=2)[C:12]([OH:14])=[O:13])=[CH:6][CH:5]=1.[CH:26](O)([CH3:28])[CH3:27]. Given the product [NH2:3][C:4]1[N:9]=[CH:8][C:7]([CH2:10][CH:11]([C:15]2[N:16]=[CH:17][N:18]([CH:20]3[CH2:25][CH2:24][CH2:23][CH2:22][CH2:21]3)[CH:19]=2)[C:12]([O:14][CH:26]([CH3:28])[CH3:27])=[O:13])=[CH:6][CH:5]=1, predict the reactants needed to synthesize it. (3) Given the product [CH3:1][O:2][C:3]1[CH:10]=[CH:9][C:6]([CH2:7][OH:8])=[CH:5][C:4]=1[C:11]1[C:20]([CH3:21])=[CH:19][C:18]2[C:17]([CH3:23])([CH3:22])[CH2:16][CH:15]([CH3:24])[CH:14]([CH3:25])[C:13]=2[CH:12]=1, predict the reactants needed to synthesize it. The reactants are: [CH3:1][O:2][C:3]1[CH:10]=[CH:9][C:6]([CH:7]=[O:8])=[CH:5][C:4]=1[C:11]1[C:20]([CH3:21])=[CH:19][C:18]2[C:17]([CH3:23])([CH3:22])[CH2:16][CH:15]([CH3:24])[CH:14]([CH3:25])[C:13]=2[CH:12]=1.[BH4-].[Na+]. (4) Given the product [C:1]([O:5][C:6](=[O:39])[CH2:7][C@@:8]1([C:23]([NH:25][CH:26]2[CH2:31][CH2:30][N:29]([C:32]([O:34][C:35]([CH3:38])([CH3:37])[CH3:36])=[O:33])[CH2:28][CH2:27]2)=[O:24])[C@H:12]([CH3:13])[CH2:11][N:10]([CH2:41][C:42]2[C:47]([C:48]([F:51])([F:50])[F:49])=[CH:46][CH:45]=[CH:44][C:43]=2[Cl:52])[CH2:9]1)([CH3:4])([CH3:2])[CH3:3], predict the reactants needed to synthesize it. The reactants are: [C:1]([O:5][C:6](=[O:39])[CH2:7][C@@:8]1([C:23]([NH:25][CH:26]2[CH2:31][CH2:30][N:29]([C:32]([O:34][C:35]([CH3:38])([CH3:37])[CH3:36])=[O:33])[CH2:28][CH2:27]2)=[O:24])[C@H:12]([CH3:13])[CH2:11][N:10](CC2C(Cl)=CC=CC=2Cl)[CH2:9]1)([CH3:4])([CH3:3])[CH3:2].Br[CH2:41][C:42]1[C:47]([C:48]([F:51])([F:50])[F:49])=[CH:46][CH:45]=[CH:44][C:43]=1[Cl:52].C(=O)([O-])[O-].[K+].[K+].C(OCC)(=O)C. (5) The reactants are: [CH3:1][C:2]1[CH:7]=[C:6]([C:8]#[C:9][C:10]2[N:11]=[C:12]([CH3:15])[NH:13][CH:14]=2)[CH:5]=[CH:4][N:3]=1.S(O[CH2:21][C:22]([F:25])([F:24])[F:23])(=O)(=O)C. Given the product [CH3:1][C:2]1[CH:7]=[C:6]([C:8]#[C:9][C:10]2[N:11]=[C:12]([CH3:15])[N:13]([CH2:21][C:22]([F:25])([F:24])[F:23])[CH:14]=2)[CH:5]=[CH:4][N:3]=1, predict the reactants needed to synthesize it. (6) Given the product [CH2:13]([C:12]([C:9]1[CH:10]=[CH:11][C:6]([O:5][CH2:4][C:3]([OH:33])=[O:2])=[C:7]([CH3:32])[CH:8]=1)([C:15]1[CH:20]=[CH:19][C:18](/[CH:21]=[CH:22]/[C:23]([CH2:24][CH3:25])([OH:26])[CH2:27][CH3:28])=[C:17]([CH3:29])[CH:16]=1)[CH2:30][CH3:31])[CH3:14], predict the reactants needed to synthesize it. The reactants are: C[O:2][C:3](=[O:33])[CH2:4][O:5][C:6]1[CH:11]=[CH:10][C:9]([C:12]([CH2:30][CH3:31])([C:15]2[CH:20]=[CH:19][C:18]([CH:21]=[CH:22][C:23]([CH2:27][CH3:28])([OH:26])[CH2:24][CH3:25])=[C:17]([CH3:29])[CH:16]=2)[CH2:13][CH3:14])=[CH:8][C:7]=1[CH3:32].[OH-].[K+].OS([O-])(=O)=O.[K+].